This data is from Peptide-MHC class II binding affinity with 134,281 pairs from IEDB. The task is: Regression. Given a peptide amino acid sequence and an MHC pseudo amino acid sequence, predict their binding affinity value. This is MHC class II binding data. (1) The peptide sequence is EKKYFAATQFEHLAA. The MHC is DRB1_0101 with pseudo-sequence DRB1_0101. The binding affinity (normalized) is 0.615. (2) The peptide sequence is LFLNEDYASSASNIK. The MHC is H-2-IAb with pseudo-sequence H-2-IAb. The binding affinity (normalized) is 0.600. (3) The peptide sequence is KIFGSLAFLPESFDGDPA. The MHC is HLA-DQA10301-DQB10302 with pseudo-sequence HLA-DQA10301-DQB10302. The binding affinity (normalized) is 0.572. (4) The peptide sequence is QLSRKTFDTEYQKTK. The MHC is DRB1_0405 with pseudo-sequence DRB1_0405. The binding affinity (normalized) is 0. (5) The peptide sequence is LGTFDTVQIIKLLPF. The MHC is DRB1_0401 with pseudo-sequence DRB1_0401. The binding affinity (normalized) is 0.171. (6) The peptide sequence is VGDDSGGFSTTVSTE. The MHC is DRB1_0405 with pseudo-sequence DRB1_0405. The binding affinity (normalized) is 0.0410. (7) The peptide sequence is GKKEEKKEEKKESGD. The MHC is DRB1_1302 with pseudo-sequence DRB1_1302. The binding affinity (normalized) is 0.325. (8) The peptide sequence is LWTQSLRRELSGYCS. The MHC is H-2-IAb with pseudo-sequence H-2-IAb. The binding affinity (normalized) is 0.111. (9) The peptide sequence is SPASISSVLTILYYG. The MHC is H-2-IAb with pseudo-sequence H-2-IAb. The binding affinity (normalized) is 0. (10) The peptide sequence is GRKRPIVRILRRVHH. The MHC is HLA-DPA10103-DPB10401 with pseudo-sequence HLA-DPA10103-DPB10401. The binding affinity (normalized) is 0.346.